Dataset: Catalyst prediction with 721,799 reactions and 888 catalyst types from USPTO. Task: Predict which catalyst facilitates the given reaction. (1) Reactant: [F:1][C:2]1[CH:7]=[CH:6][CH:5]=[CH:4][C:3]=1[N:8]1[C:12]([C:13]2[CH:18]=[CH:17][N:16]=[CH:15][CH:14]=2)=[C:11]([C:19]2[O:23][N:22]=[C:21]([C:24]3[CH:32]=[C:31]4[C:27]([CH2:28][CH2:29][N:30]4C(=O)C)=[CH:26][CH:25]=3)[N:20]=2)[N:10]=[N:9]1. Product: [F:1][C:2]1[CH:7]=[CH:6][CH:5]=[CH:4][C:3]=1[N:8]1[C:12]([C:13]2[CH:14]=[CH:15][N:16]=[CH:17][CH:18]=2)=[C:11]([C:19]2[O:23][N:22]=[C:21]([C:24]3[CH:32]=[C:31]4[C:27]([CH2:28][CH2:29][NH:30]4)=[CH:26][CH:25]=3)[N:20]=2)[N:10]=[N:9]1. The catalyst class is: 209. (2) Reactant: [CH:1]1([CH2:7][C:8]2[CH:33]=[CH:32][C:11]([CH2:12][O:13][C:14]3[CH:22]=[CH:21][C:20]4[NH:19][C:18]5[CH:23]([CH2:26][C:27]([O:29]CC)=[O:28])[CH2:24][CH2:25][C:17]=5[C:16]=4[CH:15]=3)=[CH:10][C:9]=2[C:34]([F:37])([F:36])[F:35])[CH2:6][CH2:5][CH2:4][CH2:3][CH2:2]1.[Li+].[OH-]. Product: [CH:1]1([CH2:7][C:8]2[CH:33]=[CH:32][C:11]([CH2:12][O:13][C:14]3[CH:22]=[CH:21][C:20]4[NH:19][C:18]5[CH:23]([CH2:26][C:27]([OH:29])=[O:28])[CH2:24][CH2:25][C:17]=5[C:16]=4[CH:15]=3)=[CH:10][C:9]=2[C:34]([F:37])([F:35])[F:36])[CH2:6][CH2:5][CH2:4][CH2:3][CH2:2]1. The catalyst class is: 12. (3) Reactant: C(NC(C)C)(C)C.[Li]CCCC.[C:13]1([CH:19]([CH2:22][CH:23]=[CH2:24])[C:20]#[N:21])[CH:18]=[CH:17][CH:16]=[CH:15][CH:14]=1.Br[CH2:26][CH2:27][Cl:28]. Product: [Cl:28][CH2:27][CH2:26][C:19]([C:13]1[CH:18]=[CH:17][CH:16]=[CH:15][CH:14]=1)([CH2:22][CH:23]=[CH2:24])[C:20]#[N:21]. The catalyst class is: 1. (4) Reactant: C([O:3][C:4](=O)[CH2:5][CH2:6][C:7]1[C:15]2[C:10](=[CH:11][CH:12]=[CH:13][CH:14]=2)[NH:9][C:8]=1[C:16]([O:18][CH2:19][CH3:20])=[O:17])C.B. Product: [OH:3][CH2:4][CH2:5][CH2:6][C:7]1[C:15]2[C:10](=[CH:11][CH:12]=[CH:13][CH:14]=2)[NH:9][C:8]=1[C:16]([O:18][CH2:19][CH3:20])=[O:17]. The catalyst class is: 1.